Dataset: NCI-60 drug combinations with 297,098 pairs across 59 cell lines. Task: Regression. Given two drug SMILES strings and cell line genomic features, predict the synergy score measuring deviation from expected non-interaction effect. (1) Drug 1: COC1=C(C=C2C(=C1)N=CN=C2NC3=CC(=C(C=C3)F)Cl)OCCCN4CCOCC4. Drug 2: CN(CC1=CN=C2C(=N1)C(=NC(=N2)N)N)C3=CC=C(C=C3)C(=O)NC(CCC(=O)O)C(=O)O. Cell line: NCI-H322M. Synergy scores: CSS=43.3, Synergy_ZIP=3.74, Synergy_Bliss=3.61, Synergy_Loewe=-1.06, Synergy_HSA=1.84. (2) Drug 1: CN(C)N=NC1=C(NC=N1)C(=O)N. Drug 2: CCC1(CC2CC(C3=C(CCN(C2)C1)C4=CC=CC=C4N3)(C5=C(C=C6C(=C5)C78CCN9C7C(C=CC9)(C(C(C8N6C=O)(C(=O)OC)O)OC(=O)C)CC)OC)C(=O)OC)O.OS(=O)(=O)O. Cell line: SF-295. Synergy scores: CSS=4.64, Synergy_ZIP=-3.24, Synergy_Bliss=-3.78, Synergy_Loewe=-1.68, Synergy_HSA=-1.66. (3) Drug 1: CC(C)NC(=O)C1=CC=C(C=C1)CNNC.Cl. Drug 2: COCCOC1=C(C=C2C(=C1)C(=NC=N2)NC3=CC=CC(=C3)C#C)OCCOC.Cl. Cell line: UACC-257. Synergy scores: CSS=0.776, Synergy_ZIP=-1.90, Synergy_Bliss=-2.14, Synergy_Loewe=2.17, Synergy_HSA=-0.662. (4) Drug 1: CC1=CC2C(CCC3(C2CCC3(C(=O)C)OC(=O)C)C)C4(C1=CC(=O)CC4)C. Drug 2: C1=CC=C(C=C1)NC(=O)CCCCCCC(=O)NO. Cell line: SN12C. Synergy scores: CSS=7.63, Synergy_ZIP=-2.65, Synergy_Bliss=-0.0728, Synergy_Loewe=-3.48, Synergy_HSA=0.847.